Dataset: Forward reaction prediction with 1.9M reactions from USPTO patents (1976-2016). Task: Predict the product of the given reaction. (1) The product is: [Br:1][C:2]1[CH:11]=[CH:10][C:5]([C:6]([O:8][CH3:9])=[O:7])=[CH:4][C:3]=1[O:12][CH2:14][C:15]([N:17]1[CH2:22][CH2:21][O:20][CH2:19][CH2:18]1)=[O:16]. Given the reactants [Br:1][C:2]1[CH:11]=[CH:10][C:5]([C:6]([O:8][CH3:9])=[O:7])=[CH:4][C:3]=1[OH:12].Br[CH2:14][C:15]([N:17]1[CH2:22][CH2:21][O:20][CH2:19][CH2:18]1)=[O:16].[H-].[Na+], predict the reaction product. (2) The product is: [F:19][C:20]([F:29])([F:30])[O:21][C:22]1[CH:27]=[CH:26][C:25]([O:18][CH:7]2[CH2:6][CH2:5][CH2:10][CH2:9][N:8]2[C:11]([O:13][C:14]([CH3:17])([CH3:16])[CH3:15])=[O:12])=[CH:24][CH:23]=1. Given the reactants CS([CH:5]1[CH2:10][CH2:9][N:8]([C:11]([O:13][C:14]([CH3:17])([CH3:16])[CH3:15])=[O:12])[CH:7]([OH:18])[CH2:6]1)(=O)=O.[F:19][C:20]([F:30])([F:29])[O:21][C:22]1[CH:27]=[CH:26][C:25](O)=[CH:24][CH:23]=1.[OH-].[Na+].FC(F)(F)OC1C=CC(OC2CCN(C(OC(C)(C)C)=O)CC2)=CC=1.N1(C(OC(C)(C)C)=O)CC=CCC1, predict the reaction product. (3) Given the reactants [C:1]([C:5]1[CH:9]=[C:8]([NH:10][C:11]([NH:13][C:14]2[CH:30]=[CH:29][C:17]([O:18][C:19]3[CH:24]=[CH:23][N:22]=[C:21]([C:25]([NH:27][CH3:28])=[O:26])[CH:20]=3)=[CH:16][C:15]=2[F:31])=[O:12])[N:7]([C:32]2[CH:37]=[CH:36][CH:35]=[C:34]([CH2:38][OH:39])[CH:33]=2)[N:6]=1)([CH3:4])([CH3:3])[CH3:2].[ClH:40], predict the reaction product. The product is: [ClH:40].[ClH:40].[C:1]([C:5]1[CH:9]=[C:8]([NH:10][C:11]([NH:13][C:14]2[CH:30]=[CH:29][C:17]([O:18][C:19]3[CH:24]=[CH:23][N:22]=[C:21]([C:25]([NH:27][CH3:28])=[O:26])[CH:20]=3)=[CH:16][C:15]=2[F:31])=[O:12])[N:7]([C:32]2[CH:37]=[CH:36][CH:35]=[C:34]([CH2:38][OH:39])[CH:33]=2)[N:6]=1)([CH3:4])([CH3:2])[CH3:3]. (4) Given the reactants Br[CH2:2][C:3]([O:5][C:6]([CH3:9])([CH3:8])[CH3:7])=[O:4].[CH3:10][O:11][C:12]1[CH:17]=[C:16]([CH3:18])[C:15]([S:19]([N:22]2[C:31]3[C:26](=[CH:27][CH:28]=[CH:29][CH:30]=3)[CH2:25][CH2:24][C@H:23]2[CH2:32][OH:33])(=[O:21])=[O:20])=[C:14]([CH3:34])[CH:13]=1, predict the reaction product. The product is: [CH3:10][O:11][C:12]1[CH:13]=[C:14]([CH3:34])[C:15]([S:19]([N:22]2[C:31]3[C:26](=[CH:27][CH:28]=[CH:29][CH:30]=3)[CH2:25][CH2:24][C@H:23]2[CH2:32][O:33][CH2:2][C:3]([O:5][C:6]([CH3:9])([CH3:8])[CH3:7])=[O:4])(=[O:20])=[O:21])=[C:16]([CH3:18])[CH:17]=1. (5) Given the reactants [F:1][C:2]1[CH:7]=[C:6]([CH3:8])[C:5]([S:9][CH2:10][C:11]([F:14])([F:13])[F:12])=[CH:4][C:3]=1[NH:15][NH2:16].C(=O)([O-])[O-].[K+].[K+].Br[CH2:24][CH2:25][C:26](Cl)=[O:27].Cl, predict the reaction product. The product is: [F:1][C:2]1[CH:7]=[C:6]([CH3:8])[C:5]([S:9][CH2:10][C:11]([F:13])([F:14])[F:12])=[CH:4][C:3]=1[N:15]1[CH:24]=[CH:25][C:26]([OH:27])=[N:16]1. (6) Given the reactants C(OC([N:8]1[C:16]2[C:11](=[CH:12][CH:13]=[C:14]([Cl:17])[CH:15]=2)/[C:10](=[CH:18]/[C:19]2[CH:24]=[C:23]([Cl:25])[CH:22]=[CH:21][C:20]=2[O:26][C:27]([C:30]([O:32][CH2:33][CH3:34])=[O:31])([CH3:29])[CH3:28])/[C:9]1=[O:35])=O)(C)(C)C.[Cl:36][C:37]1[CH:42]=[CH:41][C:40]([F:43])=[CH:39][C:38]=1[CH:44]=[N:45][C:46]([O:48][Si](C)(C)C)=[CH2:47], predict the reaction product. The product is: [Cl:17][C:14]1[CH:15]=[C:16]2[NH:8][C:9](=[O:35])[C:10]3([CH:18]([C:19]4[CH:24]=[C:23]([Cl:25])[CH:22]=[CH:21][C:20]=4[O:26][C:27]([C:30]([O:32][CH2:33][CH3:34])=[O:31])([CH3:29])[CH3:28])[CH2:48][C:46](=[O:47])[NH:45][CH:44]3[C:38]3[CH:39]=[C:40]([F:43])[CH:41]=[CH:42][C:37]=3[Cl:36])[C:11]2=[CH:12][CH:13]=1.